The task is: Predict the reactants needed to synthesize the given product.. This data is from Full USPTO retrosynthesis dataset with 1.9M reactions from patents (1976-2016). (1) Given the product [N:7]1[CH:12]=[CH:11][C:10]([C:13]2[O:14][C:15]3[C:21]([CH2:22][OH:23])=[CH:20][CH:19]=[CH:18][C:16]=3[N:17]=2)=[CH:9][CH:8]=1, predict the reactants needed to synthesize it. The reactants are: [H-].[Al+3].[Li+].[H-].[H-].[H-].[N:7]1[CH:12]=[CH:11][C:10]([C:13]2[O:14][C:15]3[C:21]([C:22](O)=[O:23])=[CH:20][CH:19]=[CH:18][C:16]=3[N:17]=2)=[CH:9][CH:8]=1.[OH-].[Na+]. (2) Given the product [N:48]12[CH2:55][CH2:54][CH:51]([CH2:52][CH2:53]1)[C@@H:50]([O:30][C:29](=[O:31])[CH:28]([NH:27][C:20]1[CH:21]=[C:22]([O:25][CH3:26])[CH:23]=[CH:24][C:19]=1[O:18][CH3:17])[C:32]1[CH:37]=[CH:36][CH:35]=[CH:34][CH:33]=1)[CH2:49]2, predict the reactants needed to synthesize it. The reactants are: C1CCC(N=C=NC2CCCCC2)CC1.Cl.[CH3:17][O:18][C:19]1[CH:24]=[CH:23][C:22]([O:25][CH3:26])=[CH:21][C:20]=1[NH:27][CH:28]([C:32]1[CH:37]=[CH:36][CH:35]=[CH:34][CH:33]=1)[C:29]([OH:31])=[O:30].C1C=CC2N(O)N=NC=2C=1.[N:48]12[CH2:55][CH2:54][CH:51]([CH2:52][CH2:53]1)[C@@H:50](O)[CH2:49]2. (3) Given the product [CH3:26][O:25][C:23](=[O:24])[C:22]1[CH:27]=[C:28]([C:2]#[C:1][C:3]2[CH:8]=[CH:7][CH:6]=[C:5]([NH:9][C:10]([C:12]3[O:13][CH:14]=[CH:15][C:16]=3[CH3:17])=[O:11])[CH:4]=2)[C:19]([NH2:18])=[N:20][CH:21]=1, predict the reactants needed to synthesize it. The reactants are: [C:1]([C:3]1[CH:4]=[C:5]([NH:9][C:10]([C:12]2[O:13][CH:14]=[CH:15][C:16]=2[CH3:17])=[O:11])[CH:6]=[CH:7][CH:8]=1)#[CH:2].[NH2:18][C:19]1[C:28](I)=[CH:27][C:22]([C:23]([O:25][CH3:26])=[O:24])=[CH:21][N:20]=1.CCN(C(C)C)C(C)C.